Dataset: Catalyst prediction with 721,799 reactions and 888 catalyst types from USPTO. Task: Predict which catalyst facilitates the given reaction. (1) Reactant: [NH:1]([C:60]([CH3:62])=[O:61])[C@H:2]([C:11]([NH:13][C@H:14]([C:19]([N:21]1[CH2:59][CH2:58][CH2:57][C@H:22]1[C:23]([NH:25][C@H:26]([C:38]([N:40]1[CH2:56][CH2:55][CH2:54][C@H:41]1[C:42]([NH:44][CH2:45][CH2:46][CH2:47][C:48]1[CH:53]=[CH:52][CH:51]=[CH:50][CH:49]=1)=[O:43])=[O:39])[CH2:27][CH2:28][CH2:29][NH:30]C(OC(C)(C)C)=O)=[O:24])=[O:20])[CH2:15][CH:16]([CH3:18])[CH3:17])=[O:12])[CH2:3][C:4]1[CH:9]=[CH:8][C:7]([OH:10])=[CH:6][CH:5]=1.C(O)(C(F)(F)F)=O. Product: [NH:1]([C:60]([CH3:62])=[O:61])[C@H:2]([C:11]([NH:13][C@H:14]([C:19]([N:21]1[CH2:59][CH2:58][CH2:57][C@H:22]1[C:23]([NH:25][C@H:26]([C:38]([N:40]1[CH2:56][CH2:55][CH2:54][C@H:41]1[C:42]([NH:44][CH2:45][CH2:46][CH2:47][C:48]1[CH:49]=[CH:50][CH:51]=[CH:52][CH:53]=1)=[O:43])=[O:39])[CH2:27][CH2:28][CH2:29][NH2:30])=[O:24])=[O:20])[CH2:15][CH:16]([CH3:17])[CH3:18])=[O:12])[CH2:3][C:4]1[CH:5]=[CH:6][C:7]([OH:10])=[CH:8][CH:9]=1. The catalyst class is: 2. (2) Reactant: [NH2:1][C:2]1[N:10]=[CH:9][N:8]=[C:7]2[C:3]=1[N:4]=[CH:5][N:6]2[C@H:11]1[C@@H:15]2[O:16]C(C)(C)[O:18][C@@H:14]2[C@@H:13]([CH2:21][N:22]([CH3:42])[CH2:23][CH2:24][C@@H:25]([NH:28][C:29]([NH:31][C:32]2[CH:37]=[CH:36][C:35]([C:38]([CH3:41])([CH3:40])[CH3:39])=[CH:34][CH:33]=2)=[O:30])[CH2:26][CH3:27])[O:12]1. Product: [NH2:1][C:2]1[N:10]=[CH:9][N:8]=[C:7]2[C:3]=1[N:4]=[CH:5][N:6]2[C@@H:11]1[O:12][C@H:13]([CH2:21][N:22]([CH3:42])[CH2:23][CH2:24][C@@H:25]([NH:28][C:29]([NH:31][C:32]2[CH:37]=[CH:36][C:35]([C:38]([CH3:39])([CH3:41])[CH3:40])=[CH:34][CH:33]=2)=[O:30])[CH2:26][CH3:27])[C@@H:14]([OH:18])[C@H:15]1[OH:16]. The catalyst class is: 209. (3) Reactant: I[C:2]1[CH:11]=[C:10]2[C:5]([CH:6]=[C:7]([C:16]([O:18][CH2:19][CH3:20])=[O:17])[CH:8]([C:12]([F:15])([F:14])[F:13])[O:9]2)=[CH:4][CH:3]=1.[N:21]1[CH:26]=[CH:25][CH:24]=[C:23](B(O)O)[CH:22]=1.[C:30]([O-])([O-])=[O:31].[K+].[K+].[C]=O. Product: [N:21]1[CH:26]=[CH:25][CH:24]=[C:23]([C:30]([C:2]2[CH:11]=[C:10]3[C:5]([CH:6]=[C:7]([C:16]([O:18][CH2:19][CH3:20])=[O:17])[CH:8]([C:12]([F:15])([F:14])[F:13])[O:9]3)=[CH:4][CH:3]=2)=[O:31])[CH:22]=1. The catalyst class is: 184. (4) Reactant: S(O[CH2:6][C:7]1[CH:12]=[C:11]([O:13][C:14]([F:17])([F:16])[F:15])[CH:10]=[C:9]([Cl:18])[CH:8]=1)(=O)(=O)C.[C-:19]#[N:20].[Na+]. Product: [Cl:18][C:9]1[CH:8]=[C:7]([CH:12]=[C:11]([O:13][C:14]([F:17])([F:16])[F:15])[CH:10]=1)[CH2:6][C:19]#[N:20]. The catalyst class is: 16. (5) The catalyst class is: 1. Reactant: [CH2:1]1[C:3]2([CH2:8][CH2:7][CH2:6][CH2:5][N:4]2[C:9]2[N:13]3[CH:14]=[C:15]([O:18][C@H:19]4[C:28]5[C:23](=[CH:24][CH:25]=[CH:26][CH:27]=5)[C@@H:22]([NH:29][C:30](=[O:55])[NH:31][C:32]5[N:36]([C:37]6[CH:38]=[C:39]([CH:48]=[CH:49][CH:50]=6)[O:40][CH2:41][CH2:42]OS(C)(=O)=O)[N:35]=[C:34]([C:51]([CH3:54])([CH3:53])[CH3:52])[CH:33]=5)[CH2:21][CH2:20]4)[CH:16]=[CH:17][C:12]3=[N:11][N:10]=2)[CH2:2]1.[NH:56]1[CH2:61][CH2:60][O:59][CH2:58][CH2:57]1. Product: [CH:30]([OH:55])=[O:59].[CH2:2]1[C:3]2([CH2:8][CH2:7][CH2:6][CH2:5][N:4]2[C:9]2[N:13]3[CH:14]=[C:15]([O:18][C@H:19]4[C:28]5[C:23](=[CH:24][CH:25]=[CH:26][CH:27]=5)[C@@H:22]([NH:29][C:30]([NH:31][C:32]5[N:36]([C:37]6[CH:50]=[CH:49][CH:48]=[C:39]([O:40][CH2:41][CH2:42][N:56]7[CH2:61][CH2:60][O:59][CH2:58][CH2:57]7)[CH:38]=6)[N:35]=[C:34]([C:51]([CH3:54])([CH3:52])[CH3:53])[CH:33]=5)=[O:55])[CH2:21][CH2:20]4)[CH:16]=[CH:17][C:12]3=[N:11][N:10]=2)[CH2:1]1. (6) Reactant: [I:1][C:2]1[CH:7]=[CH:6][C:5]([CH2:8][C:9](Cl)=[O:10])=[CH:4][CH:3]=1.C(#N)C.C[Si]([CH:19]=[N+:20]=[N-:21])(C)C.C(OCC)C. Product: [N+:20](=[CH:19][C:9](=[O:10])[CH2:8][C:5]1[CH:6]=[CH:7][C:2]([I:1])=[CH:3][CH:4]=1)=[N-:21]. The catalyst class is: 7.